This data is from Peptide-MHC class II binding affinity with 134,281 pairs from IEDB. The task is: Regression. Given a peptide amino acid sequence and an MHC pseudo amino acid sequence, predict their binding affinity value. This is MHC class II binding data. (1) The peptide sequence is AKGTTGFEAHVDKCL. The MHC is HLA-DQA10301-DQB10302 with pseudo-sequence HLA-DQA10301-DQB10302. The binding affinity (normalized) is 0. (2) The peptide sequence is QKLIEDINASFRAAM. The MHC is HLA-DPA10103-DPB10401 with pseudo-sequence HLA-DPA10103-DPB10401. The binding affinity (normalized) is 0.170.